Predict which catalyst facilitates the given reaction. From a dataset of Catalyst prediction with 721,799 reactions and 888 catalyst types from USPTO. Reactant: C(O[C:6](=O)[NH:7][CH2:8][C@@H:9]1C[C@H:10]1[C:12]1[CH:17]=[CH:16][CH:15]=[CH:14][C:13]=1[C:18]1[CH:23]=[CH:22][C:21]([Cl:24])=[CH:20][CH:19]=1)(C)(C)C.C(O)(C(F)(F)F)=O.Cl.CCOCC. Product: [ClH:24].[Cl:24][C:21]1[CH:20]=[CH:19][C:18]([C:13]2[CH:14]=[CH:15][CH:16]=[CH:17][C:12]=2[C@@H:10]2[CH2:9][C@H:8]2[NH:7][CH3:6])=[CH:23][CH:22]=1. The catalyst class is: 2.